This data is from Full USPTO retrosynthesis dataset with 1.9M reactions from patents (1976-2016). The task is: Predict the reactants needed to synthesize the given product. (1) Given the product [C:13]([O:12][C:10]([NH:9][CH2:8][CH2:7][CH2:6][CH2:5][C@H:4]([NH:17][C:18](=[O:47])[CH2:19][NH:20][C:21]([C:23]1[CH:46]=[CH:45][C:26]2[N:27]([CH3:44])[C:28]([NH:30][C:31]3[S:32][C:33]4[CH:39]=[C:38]([C:40]([F:42])([F:41])[F:43])[CH:37]=[CH:36][C:34]=4[N:35]=3)=[N:29][C:25]=2[CH:24]=1)=[O:22])[C:3]([OH:48])=[O:2])=[O:11])([CH3:16])([CH3:14])[CH3:15], predict the reactants needed to synthesize it. The reactants are: C[O:2][C:3](=[O:48])[C@@H:4]([NH:17][C:18](=[O:47])[CH2:19][NH:20][C:21]([C:23]1[CH:46]=[CH:45][C:26]2[N:27]([CH3:44])[C:28]([NH:30][C:31]3[S:32][C:33]4[CH:39]=[C:38]([C:40]([F:43])([F:42])[F:41])[CH:37]=[CH:36][C:34]=4[N:35]=3)=[N:29][C:25]=2[CH:24]=1)=[O:22])[CH2:5][CH2:6][CH2:7][CH2:8][NH:9][C:10]([O:12][C:13]([CH3:16])([CH3:15])[CH3:14])=[O:11].[OH-].[Na+]. (2) Given the product [Cl:11][C:10]1[C:9]([CH2:12][C:13]2[CH:14]=[CH:15][C:16]([CH2:19][CH3:20])=[CH:17][CH:18]=2)=[CH:8][C:7]([CH:21]2[C@H:26]([O:27][CH2:28][C:29]3[CH:30]=[CH:31][CH:32]=[CH:33][CH:34]=3)[C@@H:25]([O:35][CH2:36][C:37]3[CH:38]=[CH:39][CH:40]=[CH:41][CH:42]=3)[C@H:24]([O:43][CH2:44][C:45]3[CH:50]=[CH:49][CH:48]=[CH:47][CH:46]=3)[C@@H:23]([CH2:51][O:52][CH2:53][C:54]3[CH:55]=[CH:56][CH:57]=[CH:58][CH:59]=3)[O:22]2)=[C:6]2[C:5]=1[O:4][CH2:1][CH:2]=[CH:3]2, predict the reactants needed to synthesize it. The reactants are: [CH2:1]([O:4][C:5]1[C:6](C=C)=[C:7]([CH:21]2[C@H:26]([O:27][CH2:28][C:29]3[CH:34]=[CH:33][CH:32]=[CH:31][CH:30]=3)[C@@H:25]([O:35][CH2:36][C:37]3[CH:42]=[CH:41][CH:40]=[CH:39][CH:38]=3)[C@H:24]([O:43][CH2:44][C:45]3[CH:50]=[CH:49][CH:48]=[CH:47][CH:46]=3)[C@@H:23]([CH2:51][O:52][CH2:53][C:54]3[CH:59]=[CH:58][CH:57]=[CH:56][CH:55]=3)[O:22]2)[CH:8]=[C:9]([CH2:12][C:13]2[CH:18]=[CH:17][C:16]([CH2:19][CH3:20])=[CH:15][CH:14]=2)[C:10]=1[Cl:11])[CH:2]=[CH2:3].